The task is: Predict the reaction yield, written as a fraction of the theoretical maximum amount of product (1.0 means a 100% yield; for example, 0.34 means a 34% yield).. This data is from Reaction yield outcomes from USPTO patents with 853,638 reactions. (1) The reactants are [NH2:1][C:2]1[CH:10]=[CH:9][C:8]([C:11]2[N:12]([C:27]([O:29][C:30]([CH3:33])([CH3:32])[CH3:31])=[O:28])[C:13]3[C:18]([CH:19]=2)=[CH:17][C:16]([CH2:20][N:21]2[CH2:26][CH2:25][CH2:24][CH2:23][CH2:22]2)=[CH:15][CH:14]=3)=[C:7]2[C:3]=1[CH2:4][NH:5][C:6]2=[O:34].N1C=CC=CC=1.[CH3:41][S:42](Cl)(=[O:44])=[O:43].O. The catalyst is ClCCl. The product is [CH3:41][S:42]([NH:1][C:2]1[CH:10]=[CH:9][C:8]([C:11]2[N:12]([C:27]([O:29][C:30]([CH3:31])([CH3:33])[CH3:32])=[O:28])[C:13]3[C:18]([CH:19]=2)=[CH:17][C:16]([CH2:20][N:21]2[CH2:26][CH2:25][CH2:24][CH2:23][CH2:22]2)=[CH:15][CH:14]=3)=[C:7]2[C:3]=1[CH2:4][NH:5][C:6]2=[O:34])(=[O:44])=[O:43]. The yield is 0.440. (2) The reactants are O.[S-2].[Na+].[Na+].[S].[CH2:6]([O:8][C:9]1[CH:14]=[CH:13][CH:12]=[CH:11][C:10]=1[C:15]1[CH:20]=[CH:19][C:18]([N+:21]([O-])=O)=[CH:17][C:16]=1[N+:24]([O-:26])=[O:25])[CH3:7].[Na+].[Cl-]. The catalyst is O. The product is [CH2:6]([O:8][C:9]1[CH:14]=[CH:13][CH:12]=[CH:11][C:10]=1[C:15]1[CH:20]=[CH:19][C:18]([NH2:21])=[CH:17][C:16]=1[N+:24]([O-:26])=[O:25])[CH3:7]. The yield is 0.950. (3) The reactants are [Cl:1][C:2]1[CH:7]=[CH:6][CH:5]=[C:4]([F:8])[C:3]=1[CH2:9][CH2:10][NH:11][C:12]1[N:17]=[C:16]([O:18][CH3:19])[N:15]=[C:14]([C:20]2[CH:21]=[C:22]([CH:25]=[CH:26][CH:27]=2)[CH:23]=[O:24])[CH:13]=1.CO.[BH4-].[Na+]. The catalyst is C(Cl)Cl. The product is [Cl:1][C:2]1[CH:7]=[CH:6][CH:5]=[C:4]([F:8])[C:3]=1[CH2:9][CH2:10][NH:11][C:12]1[N:17]=[C:16]([O:18][CH3:19])[N:15]=[C:14]([C:20]2[CH:21]=[C:22]([CH2:23][OH:24])[CH:25]=[CH:26][CH:27]=2)[CH:13]=1. The yield is 0.730. (4) The catalyst is P(Cl)(Cl)(Cl)=O. The yield is 0.830. The reactants are [Cl:1][C:2]1[CH:24]=[CH:23][C:5]([C:6]([C:8]2[CH:9]=[C:10]3[C:15](=[CH:16][CH:17]=2)[N:14]([CH3:18])[C:13](=[O:19])[CH:12]=[C:11]3[C:20]([NH2:22])=O)=[O:7])=[CH:4][CH:3]=1. The product is [Cl:1][C:2]1[CH:3]=[CH:4][C:5]([C:6]([C:8]2[CH:9]=[C:10]3[C:15](=[CH:16][CH:17]=2)[N:14]([CH3:18])[C:13](=[O:19])[CH:12]=[C:11]3[C:20]#[N:22])=[O:7])=[CH:23][CH:24]=1. (5) The reactants are [CH3:1][C:2]([CH3:15])([O:4][C:5]([NH:7][C:8]1([C:12](O)=O)[CH2:11][CH2:10][CH2:9]1)=[O:6])[CH3:3].CN(C(ON1N=NC2C=CC=CC1=2)=[N+](C)C)C.[B-](F)(F)(F)F.CCN(CC)CC.[CH3:45][O:46][C:47](=[O:58])[C:48]1[CH:53]=[C:52]([NH:54][CH3:55])[C:51]([NH2:56])=[CH:50][C:49]=1[CH3:57]. The catalyst is C(Cl)Cl. The product is [CH3:45][O:46][C:47]([C:48]1[C:49]([CH3:57])=[CH:50][C:51]2[N:56]=[C:12]([C:8]3([NH:7][C:5]([O:4][C:2]([CH3:15])([CH3:3])[CH3:1])=[O:6])[CH2:11][CH2:10][CH2:9]3)[N:54]([CH3:55])[C:52]=2[CH:53]=1)=[O:58]. The yield is 0.550.